Task: Predict the product of the given reaction.. Dataset: Forward reaction prediction with 1.9M reactions from USPTO patents (1976-2016) (1) Given the reactants [CH:1]([C:3]1[O:18][C:6]2[N:7]([CH3:17])[CH:8]=[C:9]([C:12]([O:14]CC)=O)[C:10](=[O:11])[C:5]=2[CH:4]=1)=O.[O:19]1[CH:23]=[CH:22][CH:21]=[C:20]1[CH:24]([OH:28])[CH2:25][NH:26][CH3:27].C(O[BH-](O[C:39](=O)[CH3:40])OC(=O)C)(=O)C.[Na+].[OH-].[Na+].Cl[CH2:46][CH2:47][Cl:48], predict the reaction product. The product is: [Cl:48][C:47]1[CH:40]=[CH:39][C:5]([CH2:6][NH:7][C:12]([C:9]2[C:10](=[O:11])[C:5]3[CH:4]=[C:3]([CH2:1][N:26]([CH2:25][CH:24]([C:20]4[O:19][CH:23]=[CH:22][CH:21]=4)[OH:28])[CH3:27])[O:18][C:6]=3[N:7]([CH3:17])[CH:8]=2)=[O:14])=[CH:4][CH:46]=1. (2) Given the reactants [C:1]([O:9][C@H:10]1[C@:14]([F:16])([CH3:15])[C@H:13]([N:17]2[CH:22]=[CH:21][C:20](=[O:23])[NH:19][C:18]2=[O:24])[O:12][C@:11]1([F:27])[CH2:25]I)(=[O:8])[C:2]1[CH:7]=[CH:6][CH:5]=[CH:4][CH:3]=1.[C:28]([O-])(=[O:35])[C:29]1[CH:34]=[CH:33][CH:32]=[CH:31][CH:30]=1.[Na+].C1OCCOCCOCCOCCOCCOC1.O, predict the reaction product. The product is: [C:1]([O:9][C@H:10]1[C@:14]([F:16])([CH3:15])[C@H:13]([N:17]2[CH:22]=[CH:21][C:20](=[O:23])[NH:19][C:18]2=[O:24])[O:12][C@@:11]1([F:27])[CH2:25][C:28](=[O:35])[C:29]1[CH:34]=[CH:33][CH:32]=[CH:31][CH:30]=1)(=[O:8])[C:2]1[CH:7]=[CH:6][CH:5]=[CH:4][CH:3]=1. (3) Given the reactants [F:1][C:2]1[CH:3]=[C:4]([I:11])[CH:5]=[C:6]2[C:10]=1[NH:9][CH:8]=[CH:7]2.[C:12](O[C:12]([O:14][C:15]([CH3:18])([CH3:17])[CH3:16])=[O:13])([O:14][C:15]([CH3:18])([CH3:17])[CH3:16])=[O:13], predict the reaction product. The product is: [F:1][C:2]1[CH:3]=[C:4]([I:11])[CH:5]=[C:6]2[C:10]=1[N:9]([C:12]([O:14][C:15]([CH3:18])([CH3:17])[CH3:16])=[O:13])[CH:8]=[CH:7]2. (4) Given the reactants [Cl:1][C:2]1[CH:9]=[C:8]([N:10]([CH2:16][C:17]2[CH:22]=[C:21]([Cl:23])[CH:20]=[CH:19][C:18]=2[Cl:24])[C@H:11]2[CH2:15][CH2:14][NH:13][CH2:12]2)[CH:7]=[CH:6][C:3]=1[C:4]#[N:5].[F:25][C:26]([F:34])([F:33])[CH2:27][CH2:28][S:29](Cl)(=[O:31])=[O:30], predict the reaction product. The product is: [Cl:1][C:2]1[CH:9]=[C:8]([N:10]([CH2:16][C:17]2[CH:22]=[C:21]([Cl:23])[CH:20]=[CH:19][C:18]=2[Cl:24])[C@H:11]2[CH2:15][CH2:14][N:13]([S:29]([CH2:28][CH2:27][C:26]([F:34])([F:33])[F:25])(=[O:31])=[O:30])[CH2:12]2)[CH:7]=[CH:6][C:3]=1[C:4]#[N:5]. (5) Given the reactants Cl[O-].[Na+].[OH-].[NH4+:5].[Cl-].[NH4+].[NH:8]1[CH2:13][CH2:12][CH:11]([CH2:14][CH2:15][OH:16])[CH2:10][CH2:9]1.[OH-].[Na+], predict the reaction product. The product is: [NH:5]=[C:9]1[CH2:10][CH:11]([CH2:14][CH2:15][OH:16])[CH2:12][CH2:13][NH:8]1. (6) The product is: [N:1]1([C:7]2[CH:8]=[CH:9][C:10]([NH:13][C:15]3[C:16](=[O:28])[N:17]([CH2:42][C:39]4[CH:40]=[CH:41][C:36]([NH:35][C:34](=[O:44])[O:33][C:29]([CH3:32])([CH3:31])[CH3:30])=[N:37][CH:38]=4)[S:18](=[O:27])(=[O:26])[C:19]=3[C:20]3[CH:25]=[CH:24][CH:23]=[CH:22][CH:21]=3)=[CH:11][CH:12]=2)[CH2:2][CH2:3][O:46][CH2:5][CH2:6]1. Given the reactants [N:1]1([C:7]2[CH:12]=[CH:11][C:10]([NH2:13])=[CH:9][CH:8]=2)[CH2:6][CH2:5]N[CH2:3][CH2:2]1.Cl[C:15]1[C:16](=[O:28])[NH:17][S:18](=[O:27])(=[O:26])[C:19]=1[C:20]1[CH:25]=[CH:24][CH:23]=[CH:22][CH:21]=1.[C:29]([O:33][C:34](=[O:44])[NH:35][C:36]1[CH:41]=[CH:40][C:39]([CH2:42]Br)=[CH:38][N:37]=1)([CH3:32])([CH3:31])[CH3:30].C(=O)([O-])[O-:46].[K+].[K+], predict the reaction product.